This data is from Reaction yield outcomes from USPTO patents with 853,638 reactions. The task is: Predict the reaction yield, written as a fraction of the theoretical maximum amount of product (1.0 means a 100% yield; for example, 0.34 means a 34% yield). (1) The reactants are [N+:1]([C:4]1[CH:5]=[CH:6][C:7]([N:10]2[CH2:15][CH2:14][CH2:13][CH2:12][C:11]2=[O:16])=[N:8][CH:9]=1)([O-])=O. The catalyst is CO.C1COCC1.[Ni]. The product is [NH2:1][C:4]1[CH:5]=[CH:6][C:7]([N:10]2[CH2:15][CH2:14][CH2:13][CH2:12][C:11]2=[O:16])=[N:8][CH:9]=1. The yield is 0.480. (2) The catalyst is O. The reactants are [O:1]1[CH2:5][CH2:4][CH2:3][CH2:2]1.BrC1C=C[C:10]([S:13][C:14]2[CH:19]=[CH:18][CH:17]=[CH:16][CH:15]=2)=[N:11][CH:12]=1.C([Li])CCC.CN(C)C=O. The yield is 0.320. The product is [C:14]1([S:13][C:10]2[N:11]=[CH:12][C:4]([CH:5]=[O:1])=[CH:3][CH:2]=2)[CH:19]=[CH:18][CH:17]=[CH:16][CH:15]=1. (3) The reactants are [NH2:1][C:2]1[CH:10]=[C:9]([CH2:11][NH:12][C:13]([O:15][C:16]([CH3:19])([CH3:18])[CH3:17])=[O:14])[CH:8]=[CH:7][C:3]=1[C:4]([OH:6])=O.N1[CH:24]=[CH:23]N=C1.C(Cl)(=O)C.Cl.[NH2:30][CH:31]1[CH2:36][CH2:35][C:34](=[O:37])[NH:33][C:32]1=[O:38].P(OC1C=CC=CC=1)(OC1C=CC=CC=1)OC1C=CC=CC=1. The catalyst is C(#N)C. The product is [C:16]([O:15][C:13](=[O:14])[NH:12][CH2:11][C:9]1[CH:10]=[C:2]2[C:3]([C:4](=[O:6])[N:30]([CH:31]3[CH2:36][CH2:35][C:34](=[O:37])[NH:33][C:32]3=[O:38])[C:23]([CH3:24])=[N:1]2)=[CH:7][CH:8]=1)([CH3:19])([CH3:18])[CH3:17]. The yield is 0.660. (4) The reactants are Cl.[F:2][C:3]1[CH:15]=[CH:14][C:6]([O:7][CH:8]2[CH2:13][CH2:12][NH:11][CH2:10][CH2:9]2)=[CH:5][CH:4]=1.C(N(C(C)C)CC)(C)C.[N:25]([CH2:28][C:29]1[CH:34]=[CH:33][CH:32]=[C:31]([CH3:35])[CH:30]=1)=[C:26]=[O:27]. No catalyst specified. The product is [CH3:35][C:31]1[CH:30]=[C:29]([CH:34]=[CH:33][CH:32]=1)[CH2:28][NH:25][C:26]([N:11]1[CH2:10][CH2:9][CH:8]([O:7][C:6]2[CH:14]=[CH:15][C:3]([F:2])=[CH:4][CH:5]=2)[CH2:13][CH2:12]1)=[O:27]. The yield is 0.602. (5) The catalyst is CCO. The product is [Cl:1][C:2]1[CH:7]=[CH:6][C:5]([NH:8][S:9]([C:12]([F:15])([F:14])[F:13])(=[O:11])=[O:10])=[C:4]([C:16](=[N:30][O:29][C:26]2[CH:27]=[CH:28][C:23]([Cl:22])=[CH:24][CH:25]=2)[CH:17]([CH3:19])[CH3:18])[CH:3]=1. The yield is 0.240. The reactants are [Cl:1][C:2]1[CH:7]=[CH:6][C:5]([NH:8][S:9]([C:12]([F:15])([F:14])[F:13])(=[O:11])=[O:10])=[C:4]([C:16](=O)[CH:17]([CH3:19])[CH3:18])[CH:3]=1.Cl.[Cl:22][C:23]1[CH:28]=[CH:27][C:26]([O:29][NH2:30])=[CH:25][CH:24]=1.CC([O-])=O.[Na+]. (6) The reactants are [C:1]1([S:7]([C:10]2[CH:15]=[CH:14][CH:13]=[CH:12][C:11]=2[NH2:16])(=[O:9])=[O:8])[CH:6]=[CH:5][CH:4]=[CH:3][CH:2]=1.O=C(Cl)OC(Cl)(Cl)Cl.[N-:25]=[C:26]=[O:27].Cl.[CH3:29][O:30][C:31](=[O:44])[C@H:32]([CH2:34][C:35]1[CH:40]=[CH:39][C:38]([N+:41]([O-:43])=[O:42])=[CH:37][CH:36]=1)N.C(N(CC)CC)C. The catalyst is O1CCOCC1.ClCCl. The product is [CH3:29][O:30][C:31](=[O:44])[C@@H:32]([NH:25][C:26]([NH:16][C:11]1[CH:12]=[CH:13][CH:14]=[CH:15][C:10]=1[S:7]([C:1]1[CH:2]=[CH:3][CH:4]=[CH:5][CH:6]=1)(=[O:9])=[O:8])=[O:27])[CH2:34][C:35]1[CH:40]=[CH:39][C:38]([N+:41]([O-:43])=[O:42])=[CH:37][CH:36]=1. The yield is 0.940. (7) The reactants are C(O)(C(F)(F)F)=O.C(OC([N:15]1[CH2:20][CH2:19][N:18]([C:21]2[O:22][C:23]([C@@H:26]3[CH2:32][CH2:31][C@@H:30]4[CH2:33][N:27]3[C:28](=[O:39])[N:29]4[O:34][S:35]([OH:38])(=[O:37])=[O:36])=[N:24][N:25]=2)[CH2:17][CH2:16]1)=O)(C)(C)C.C([N+](CCCC)(CCCC)CCCC)CCC. The catalyst is C(Cl)Cl.CCOCC. The product is [S:35]([OH:38])([O:34][N:29]1[C:28](=[O:39])[N:27]2[CH2:33][C@H:30]1[CH2:31][CH2:32][C@H:26]2[C:23]1[O:22][C:21]([N:18]2[CH2:19][CH2:20][NH:15][CH2:16][CH2:17]2)=[N:25][N:24]=1)(=[O:36])=[O:37]. The yield is 0.350. (8) The reactants are [NH2:1][C:2]1[CH:10]=[CH:9][C:8]([Br:11])=[CH:7][C:3]=1[C:4]([OH:6])=O.O=S(Cl)Cl. The catalyst is C1(C)C=CC=CC=1. The product is [NH2:1][C:2]1[CH:10]=[CH:9][C:8]([Br:11])=[CH:7][C:3]=1[C:4]([NH:1][C:2]1[CH:10]=[CH:9][CH:8]=[CH:7][CH:3]=1)=[O:6]. The yield is 0.990. (9) The reactants are [C:1]([NH:24][CH:25]([CH3:35])[CH2:26][NH:27]C(=O)OC(C)(C)C)(=[O:23])[CH2:2][CH2:3]/[CH:4]=[CH:5]\[CH2:6]/[CH:7]=[CH:8]\[CH2:9]/[CH:10]=[CH:11]\[CH2:12]/[CH:13]=[CH:14]\[CH2:15]/[CH:16]=[CH:17]\[CH2:18]/[CH:19]=[CH:20]\[CH2:21][CH3:22].C(O)(C(F)(F)F)=O.C([O-])([O-])=O.[Na+].[Na+]. The catalyst is C(Cl)Cl. The product is [NH2:27][CH2:26][CH:25]([NH:24][C:1](=[O:23])[CH2:2][CH2:3]/[CH:4]=[CH:5]\[CH2:6]/[CH:7]=[CH:8]\[CH2:9]/[CH:10]=[CH:11]\[CH2:12]/[CH:13]=[CH:14]\[CH2:15]/[CH:16]=[CH:17]\[CH2:18]/[CH:19]=[CH:20]\[CH2:21][CH3:22])[CH3:35]. The yield is 0.980.